From a dataset of Forward reaction prediction with 1.9M reactions from USPTO patents (1976-2016). Predict the product of the given reaction. (1) Given the reactants FC1C=[CH:6][C:5]([C:8]2[C:9]([NH2:37])=[N:10][CH:11]=[N:12][C:13]=2[N:14]2[CH2:19][CH2:18][CH:17]([C:20]3[N:21]([CH3:36])[CH:22]=[C:23]([C:25]4[CH:30]=[CH:29][C:28]([F:31])=[C:27]([C:32]([F:35])([F:34])[F:33])[CH:26]=4)[N:24]=3)[CH2:16][CH2:15]2)=[CH:4]C=1.[NH2:38][C:39]1[N:44]=CC(B2OC(C)(C)C(C)(C)O2)=C[N:40]=1, predict the reaction product. The product is: [F:31][C:28]1[CH:29]=[CH:30][C:25]([C:23]2[N:24]=[C:20]([CH:17]3[CH2:18][CH2:19][N:14]([C:13]4[N:12]=[CH:11][N:10]=[C:9]([NH2:37])[C:8]=4[C:5]4[CH:4]=[N:38][C:39]([NH2:44])=[N:40][CH:6]=4)[CH2:15][CH2:16]3)[N:21]([CH3:36])[CH:22]=2)=[CH:26][C:27]=1[C:32]([F:34])([F:35])[F:33]. (2) Given the reactants [C:1]([C@H:5]1[CH2:10][CH2:9][C@H:8]([O:11][C:12]2[CH:13]=[C:14]3[C:19](=[CH:20][CH:21]=2)[CH:18]=[C:17]([C:22](=O)[CH3:23])[CH:16]=[CH:15]3)[CH2:7][CH2:6]1)([CH3:4])([CH3:3])[CH3:2].[NH:25]1[CH2:30][CH2:29][CH:28]([C:31]([O:33][CH2:34][CH3:35])=[O:32])[CH2:27][CH2:26]1.[BH3-]C#N.[Na+], predict the reaction product. The product is: [C:1]([C@H:5]1[CH2:10][CH2:9][C@H:8]([O:11][C:12]2[CH:13]=[C:14]3[C:19](=[CH:20][CH:21]=2)[CH:18]=[C:17]([CH:22]([N:25]2[CH2:30][CH2:29][CH:28]([C:31]([O:33][CH2:34][CH3:35])=[O:32])[CH2:27][CH2:26]2)[CH3:23])[CH:16]=[CH:15]3)[CH2:7][CH2:6]1)([CH3:4])([CH3:3])[CH3:2]. (3) Given the reactants [Cl:1][C:2]1[CH:7]=[C:6]([C:8]#[C:9][C:10]2[N:11]=[C:12]([CH3:15])[NH:13][CH:14]=2)[CH:5]=[CH:4][N:3]=1.Br[CH:17]([C:19]1[CH:24]=[CH:23][CH:22]=[CH:21][CH:20]=1)[CH3:18], predict the reaction product. The product is: [Cl:1][C:2]1[CH:7]=[C:6]([C:8]#[C:9][C:10]2[N:11]=[C:12]([CH3:15])[N:13]([CH:17]([C:19]3[CH:24]=[CH:23][CH:22]=[CH:21][CH:20]=3)[CH3:18])[CH:14]=2)[CH:5]=[CH:4][N:3]=1. (4) Given the reactants [C:1]1([N:7]2[CH2:12][CH2:11][O:10][CH2:9][CH2:8]2)[CH2:6][CH2:5][CH2:4][CH2:3][CH:2]=1.[C:13](C1CCC(=O)CC1)([CH3:16])([CH3:15])[CH3:14].N1CCOCC1, predict the reaction product. The product is: [C:13]([CH:4]1[CH2:5][CH2:6][C:1]([N:7]2[CH2:12][CH2:11][O:10][CH2:9][CH2:8]2)=[CH:2][CH2:3]1)([CH3:16])([CH3:15])[CH3:14]. (5) Given the reactants [Br:1][C:2]1[CH:3]=[CH:4][C:5](F)=[C:6]([CH:9]=1)[CH:7]=O.Cl.[C:12]([NH2:15])(=[NH:14])[CH3:13].CCN(C(C)C)C(C)C.O, predict the reaction product. The product is: [Br:1][C:2]1[CH:9]=[C:6]2[C:5]([CH:13]=[C:12]([NH2:15])[N:14]=[CH:7]2)=[CH:4][CH:3]=1. (6) Given the reactants C(OC([N:8]1[C:16]2[C:11](=[C:12]([O:17][CH2:18][CH2:19][N:20](C(OC(C)(C)C)=O)[CH3:21])[CH:13]=[CH:14][CH:15]=2)[CH:10]=[C:9]1[S:29]([C:32]1[CH:37]=[CH:36][CH:35]=[CH:34][CH:33]=1)(=[O:31])=[O:30])=O)(C)(C)C.[ClH:38], predict the reaction product. The product is: [ClH:38].[C:32]1([S:29]([C:9]2[NH:8][C:16]3[C:11]([CH:10]=2)=[C:12]([O:17][CH2:18][CH2:19][NH:20][CH3:21])[CH:13]=[CH:14][CH:15]=3)(=[O:31])=[O:30])[CH:33]=[CH:34][CH:35]=[CH:36][CH:37]=1.